Dataset: Full USPTO retrosynthesis dataset with 1.9M reactions from patents (1976-2016). Task: Predict the reactants needed to synthesize the given product. (1) Given the product [Br:13][C:7]1[C:6]2[C:2]3[NH:1][CH:16]([C:17]4[N:18]=[C:19]([CH:22]([CH3:23])[CH3:24])[S:20][CH:21]=4)[CH2:15][C:14](=[O:25])[C:3]=3[O:4][C:5]=2[CH:10]=[CH:9][C:8]=1[O:11][CH3:12], predict the reactants needed to synthesize it. The reactants are: [NH2:1][C:2]1[C:6]2[C:7]([Br:13])=[C:8]([O:11][CH3:12])[CH:9]=[CH:10][C:5]=2[O:4][C:3]=1[C:14](=[O:25])[CH:15]=[CH:16][C:17]1[N:18]=[C:19]([CH:22]([CH3:24])[CH3:23])[S:20][CH:21]=1.CC(O)=O.OP(O)(O)=O. (2) Given the product [NH2:1][C@:2]([CH3:48])([C:44]([CH3:47])([CH3:46])[CH3:45])[CH2:3][O:4][C@@H:5]1[C@@:12]2([CH3:37])[C@@H:13]3[CH2:14][CH2:15][C@H:16]4[C:25]([C@@:8]3([CH2:9][O:10][CH2:11]2)[CH2:7][C@H:6]1[N:38]1[C:42]([C:63]2[CH:68]=[CH:67][N:66]=[CH:65][CH:64]=2)=[N:41][CH:40]=[N:39]1)=[CH:24][CH2:23][C@:22]1([CH3:26])[C@:17]4([CH3:36])[CH2:18][CH2:19][C@@:20]([C@H:31]([CH3:35])[CH:32]([CH3:34])[CH3:33])([CH3:30])[C@H:21]1[C:27]([OH:29])=[O:28], predict the reactants needed to synthesize it. The reactants are: [NH2:1][C@:2]([CH3:48])([C:44]([CH3:47])([CH3:46])[CH3:45])[CH2:3][O:4][C@@H:5]1[C@@:12]2([CH3:37])[C@@H:13]3[CH2:14][CH2:15][C@H:16]4[C:25]([C@@:8]3([CH2:9][O:10][CH2:11]2)[CH2:7][C@H:6]1[N:38]1[C:42](Br)=[N:41][CH:40]=[N:39]1)=[CH:24][CH2:23][C@:22]1([CH3:26])[C@:17]4([CH3:36])[CH2:18][CH2:19][C@@:20]([C@H:31]([CH3:35])[CH:32]([CH3:34])[CH3:33])([CH3:30])[C@H:21]1[C:27]([OH:29])=[O:28].C(=O)([O-])[O-].[Cs+].[Cs+].CC1(C)C(C)(C)OB([C:63]2[CH:68]=[CH:67][N:66]=[CH:65][CH:64]=2)O1.C1(P(C2CCCCC2)C2C=CC=CC=2C2C(C(C)C)=CC(C(C)C)=CC=2C(C)C)CCCCC1. (3) Given the product [Cl:20][C:17]1[CH:16]=[C:15]2[C:14](=[CH:19][CH:18]=1)[N:13]=[C:9]([CH3:10])[C:8]([C:7]([N:1]1[CH2:6][CH2:5][CH2:4][CH2:3][CH2:2]1)=[O:12])=[C:21]2[C:22]1[CH:24]=[CH:29][CH:28]=[CH:27][CH:26]=1, predict the reactants needed to synthesize it. The reactants are: [N:1]1([C:7](=[O:12])[CH2:8][C:9](=O)[CH3:10])[CH2:6][CH2:5][CH2:4][CH2:3][CH2:2]1.[NH2:13][C:14]1[CH:19]=[CH:18][C:17]([Cl:20])=[CH:16][C:15]=1[CH2:21][C:22]([C:24]1[CH:29]=[CH:28][CH:27]=[CH:26]C=1)=O.[O-]S(C(F)(F)F)(=O)=O.[Yb+3].[O-]S(C(F)(F)F)(=O)=O.[O-]S(C(F)(F)F)(=O)=O. (4) Given the product [F:1][C:2]1[CH:28]=[CH:27][C:26]([C:29]([NH:31][C:32]2[CH:37]=[CH:36][CH:35]=[C:34]([CH3:38])[CH:33]=2)=[O:30])=[CH:25][C:3]=1[O:4][C:5]1[CH:10]=[CH:9][N:8]=[C:7]([C:11]2[NH:15][CH:14]=[C:13]([C:16]([NH:18][CH2:19][CH2:20][C:21]([OH:23])=[O:22])=[O:17])[CH:12]=2)[CH:6]=1, predict the reactants needed to synthesize it. The reactants are: [F:1][C:2]1[CH:28]=[CH:27][C:26]([C:29]([NH:31][C:32]2[CH:37]=[CH:36][CH:35]=[C:34]([CH3:38])[CH:33]=2)=[O:30])=[CH:25][C:3]=1[O:4][C:5]1[CH:10]=[CH:9][N:8]=[C:7]([C:11]2[NH:15][CH:14]=[C:13]([C:16]([NH:18][CH2:19][CH2:20][C:21]([O:23]C)=[O:22])=[O:17])[CH:12]=2)[CH:6]=1.[OH-].[Na+].O.Cl.